Predict the product of the given reaction. From a dataset of Forward reaction prediction with 1.9M reactions from USPTO patents (1976-2016). (1) Given the reactants [CH3:1][N:2]1[CH2:7][CH2:6][NH:5][CH2:4][CH2:3]1.C(=O)([O-])[O-].[K+].[K+].Cl[CH2:15][C:16]#[N:17], predict the reaction product. The product is: [CH3:1][N:2]1[CH2:7][CH2:6][N:5]([CH2:15][C:16]#[N:17])[CH2:4][CH2:3]1. (2) Given the reactants C1N=CN([C:6](N2C=NC=C2)=[O:7])C=1.[S:13]1[CH:17]=[CH:16][CH:15]=[C:14]1[CH2:18][CH2:19][OH:20].Cl.[NH2:22][CH2:23][CH2:24][CH2:25][N:26]1[C:34](=[O:35])[C:33]2[NH:32][C:31]([Cl:36])=[N:30][C:29]=2[N:28]([CH2:37][CH2:38][CH2:39][CH2:40][CH3:41])[C:27]1=[O:42].CCN(C(C)C)C(C)C, predict the reaction product. The product is: [Cl:36][C:31]1[NH:32][C:33]2[C:34](=[O:35])[N:26]([CH2:25][CH2:24][CH2:23][NH:22][C:6](=[O:7])[O:20][CH2:19][CH2:18][C:14]3[S:13][CH:17]=[CH:16][CH:15]=3)[C:27](=[O:42])[N:28]([CH2:37][CH2:38][CH2:39][CH2:40][CH3:41])[C:29]=2[N:30]=1. (3) Given the reactants [CH3:1][CH:2]([CH2:13][CH2:14][CH2:15][C:16]1[CH:21]=[CH:20][CH:19]=[CH:18][CH:17]=1)[C:3]([O:5]N1C(=O)CCC1=O)=O.[CH:22]1[CH:27]=[CH:26][C:25]([C@@H:28]([NH2:31])[CH2:29][OH:30])=[CH:24][CH:23]=1, predict the reaction product. The product is: [OH:30][CH2:29][C@H:28]([NH:31][C:3](=[O:5])[C@@H:2]([CH3:1])[CH2:13][CH2:14][CH2:15][C:16]1[CH:17]=[CH:18][CH:19]=[CH:20][CH:21]=1)[C:25]1[CH:26]=[CH:27][CH:22]=[CH:23][CH:24]=1. (4) Given the reactants [Br:1][C:2]1[CH:7]=[CH:6][C:5](/[C:8](=[CH:12]\[C:13]2[CH:18]=[CH:17][C:16]([Cl:19])=[CH:15][C:14]=2[N+:20]([O-])=O)/[C:9]([OH:11])=[O:10])=[CH:4][CH:3]=1, predict the reaction product. The product is: [NH2:20][C:14]1[CH:15]=[C:16]([Cl:19])[CH:17]=[CH:18][C:13]=1/[CH:12]=[C:8](\[C:5]1[CH:4]=[CH:3][C:2]([Br:1])=[CH:7][CH:6]=1)/[C:9]([OH:11])=[O:10]. (5) Given the reactants [C:1]1([CH3:10])[CH:6]=[CH:5][C:4]([CH2:7][CH2:8][NH2:9])=[CH:3][CH:2]=1.[CH:11]1C=CC(CCN)=CC=1, predict the reaction product. The product is: [CH3:10][C:1]1[CH:6]=[C:5]2[C:4]([CH2:7][CH2:8][N:9]=[CH:11]2)=[CH:3][CH:2]=1.